This data is from Forward reaction prediction with 1.9M reactions from USPTO patents (1976-2016). The task is: Predict the product of the given reaction. The product is: [CH:29]([O:28][C:26]([N:17]1[CH:13]2[CH:14]([C:10]([C:9]#[C:8][C:4]3[CH:5]=[CH:6][CH:7]=[C:2]([Cl:1])[CH:3]=3)=[N:11][O:12]2)[CH2:15][CH2:16]1)=[O:27])([CH3:31])[CH3:30]. Given the reactants [Cl:1][C:2]1[CH:3]=[C:4]([C:8]#[C:9][C:10]2[NH:11][O:12][CH:13]3[NH:17][CH2:16][CH2:15][C:14]=23)[CH:5]=[CH:6][CH:7]=1.C(N(CC)CC)C.Cl[C:26]([O:28][CH:29]([CH3:31])[CH3:30])=[O:27].C1(C)C=CC=CC=1, predict the reaction product.